This data is from Reaction yield outcomes from USPTO patents with 853,638 reactions. The task is: Predict the reaction yield, written as a fraction of the theoretical maximum amount of product (1.0 means a 100% yield; for example, 0.34 means a 34% yield). (1) The reactants are C([O:3][C:4]([C:6]1[C:15](=[O:16])[C:14]2[C:9](=[CH:10][CH:11]=[CH:12][C:13]=2[O:17][CH3:18])[NH:8][CH:7]=1)=[O:5])C. The catalyst is [OH-].[Na+]. The product is [CH3:18][O:17][C:13]1[CH:12]=[CH:11][CH:10]=[C:9]2[C:14]=1[C:15](=[O:16])[C:6]([C:4]([OH:5])=[O:3])=[CH:7][NH:8]2. The yield is 0.520. (2) The reactants are [CH3:1][N:2]([CH:28]([CH3:30])[CH3:29])[C:3]1[C:4]([C:17]2[O:18][C:19]([C:22]3[CH:27]=[CH:26][CH:25]=[CH:24][CH:23]=3)=[CH:20][CH:21]=2)=[N:5][C:6]2[C:11]([N:12]=1)=[CH:10][C:9]([C:13]([O:15]C)=[O:14])=[CH:8][CH:7]=2.[OH-].[Na+]. The catalyst is CO.O. The product is [CH3:1][N:2]([CH:28]([CH3:30])[CH3:29])[C:3]1[C:4]([C:17]2[O:18][C:19]([C:22]3[CH:27]=[CH:26][CH:25]=[CH:24][CH:23]=3)=[CH:20][CH:21]=2)=[N:5][C:6]2[C:11]([N:12]=1)=[CH:10][C:9]([C:13]([OH:15])=[O:14])=[CH:8][CH:7]=2. The yield is 0.690. (3) The reactants are [NH2:1][C:2]1[C:3]([C:8]([O:10][CH3:11])=[O:9])=[N:4][CH:5]=[CH:6][N:7]=1.C1C(=O)N([Br:19])C(=O)C1. The catalyst is CC#N. The product is [NH2:1][C:2]1[C:3]([C:8]([O:10][CH3:11])=[O:9])=[N:4][C:5]([Br:19])=[CH:6][N:7]=1. The yield is 0.920. (4) The reactants are [CH2:1]([N:8]1[C:13](=[O:14])[C:12]2[C:15]([CH3:18])=[N:16][S:17][C:11]=2[N:10]=[C:9]1[CH:19](Br)[CH:20]([CH3:22])[CH3:21])[C:2]1[CH:7]=[CH:6][CH:5]=[CH:4][CH:3]=1.[N-:24]=[N+:25]=[N-:26].[Na+].[Br-]. The catalyst is CN(C=O)C. The product is [N:24]([CH:19]([C:9]1[N:8]([CH2:1][C:2]2[CH:7]=[CH:6][CH:5]=[CH:4][CH:3]=2)[C:13](=[O:14])[C:12]2[C:15]([CH3:18])=[N:16][S:17][C:11]=2[N:10]=1)[CH:20]([CH3:22])[CH3:21])=[N+:25]=[N-:26]. The yield is 0.940. (5) The reactants are [CH:1]([NH:4][C:5]1[C:14]2[C:9](=[CH:10][C:11]([OH:17])=[C:12]([O:15][CH3:16])[CH:13]=2)[N:8]=[CH:7][N:6]=1)([CH3:3])[CH3:2].C1(P(C2C=CC=CC=2)C2C=CC=CC=2)C=CC=CC=1.C1CCN(C(/N=N/C(N2CCCCC2)=O)=O)CC1.[CH3:55][S:56][CH2:57][CH2:58][CH2:59][CH2:60]O. The catalyst is C(Cl)Cl.O. The product is [CH:1]([NH:4][C:5]1[C:14]2[C:9](=[CH:10][C:11]([O:17][CH2:60][CH2:59][CH2:58][CH2:57][S:56][CH3:55])=[C:12]([O:15][CH3:16])[CH:13]=2)[N:8]=[CH:7][N:6]=1)([CH3:3])[CH3:2]. The yield is 0.430.